Dataset: Forward reaction prediction with 1.9M reactions from USPTO patents (1976-2016). Task: Predict the product of the given reaction. (1) Given the reactants [CH3:1][N:2]1[C:10]2[C@@:9]3([CH3:14])[C:11]([CH3:13])([CH3:12])[C@H:6]([CH2:7][CH2:8]3)[C:5]=2[C:4](=[O:15])[NH:3]1.Cl[CH2:17][C:18]1[C:19]([CH3:24])=[N:20][O:21][C:22]=1[CH3:23], predict the reaction product. The product is: [CH3:24][C:19]1[C:18]([CH2:17][N:3]2[C:4](=[O:15])[C:5]3[C@@H:6]4[C:11]([CH3:12])([CH3:13])[C@@:9]([CH3:14])([CH2:8][CH2:7]4)[C:10]=3[N:2]2[CH3:1])=[C:22]([CH3:23])[O:21][N:20]=1. (2) The product is: [Cl:1][CH2:2][CH:3]=[CH:4][C:13]1[C:12]([OH:11])=[CH:20][CH:19]=[C:18]2[C:17]=1[O:22][C:23](=[O:27])[CH:24]=[C:25]2[CH3:26]. Given the reactants [Cl:1][C:2](C)=[CH:3][C:4]1[CH:13]=[C:12]2C(C(C)=CC(=O)[O:11]2)=CC=1.[C:17]([O:22][C:23](=[O:27])[CH2:24][CH2:25][CH3:26])(=O)[CH2:18][CH2:19][CH3:20], predict the reaction product. (3) The product is: [C:23]([O:22][C:20]([N:17]1[CH2:18][CH2:19][C@@H:14]([NH:13][C:12]([NH:11][C:8]2[CH:9]=[CH:10][C:5]([C:3]#[N:4])=[CH:6][CH:7]=2)=[O:31])[CH2:15][C@@H:16]1[C:27]([OH:29])=[O:28])=[O:21])([CH3:26])([CH3:24])[CH3:25]. Given the reactants [Li+].[OH-].[C:3]([C:5]1[CH:10]=[CH:9][C:8]([NH:11][C:12](=[O:31])[NH:13][C@@H:14]2[CH2:19][CH2:18][N:17]([C:20]([O:22][C:23]([CH3:26])([CH3:25])[CH3:24])=[O:21])[C@@H:16]([C:27]([O:29]C)=[O:28])[CH2:15]2)=[CH:7][CH:6]=1)#[N:4].Cl, predict the reaction product. (4) Given the reactants [C:1]([O:5][C:6](=[O:18])[NH:7][CH:8]([C:11]1[CH:16]=[CH:15][C:14]([I:17])=[CH:13][CH:12]=1)[CH2:9][OH:10])([CH3:4])([CH3:3])[CH3:2].CO[C:21](OC)([CH3:23])[CH3:22].O.C1(C)C=CC(S(O)(=O)=O)=CC=1, predict the reaction product. The product is: [C:1]([O:5][C:6]([N:7]1[CH:8]([C:11]2[CH:16]=[CH:15][C:14]([I:17])=[CH:13][CH:12]=2)[CH2:9][O:10][C:21]1([CH3:23])[CH3:22])=[O:18])([CH3:4])([CH3:2])[CH3:3]. (5) Given the reactants C[O:2][C:3]([C:5]1[CH:14]=[C:13]2[C:8]([CH2:9][CH2:10][CH2:11][N:12]2[C:15]([O:17][C:18]([CH3:21])([CH3:20])[CH3:19])=[O:16])=[CH:7][CH:6]=1)=[O:4].[OH-].[Na+], predict the reaction product. The product is: [C:18]([O:17][C:15]([N:12]1[C:13]2[C:8](=[CH:7][CH:6]=[C:5]([C:3]([OH:4])=[O:2])[CH:14]=2)[CH2:9][CH2:10][CH2:11]1)=[O:16])([CH3:21])([CH3:19])[CH3:20]. (6) The product is: [CH3:13][O:14][C:15]1[CH:20]=[C:19]([N:6]2[CH:7]=[C:8]([C:9]([O:11][CH3:12])=[O:10])[C:4]([CH:2]([CH3:1])[CH3:3])=[N:5]2)[CH:18]=[CH:17][CH:16]=1. Given the reactants [CH3:1][CH:2]([C:4]1[C:8]([C:9]([O:11][CH3:12])=[O:10])=[CH:7][NH:6][N:5]=1)[CH3:3].[CH3:13][O:14][C:15]1[CH:16]=[C:17](B(O)O)[CH:18]=[CH:19][CH:20]=1.N1C=CC=CC=1, predict the reaction product. (7) The product is: [C:32]([OH:37])(=[O:36])[C:33]([OH:35])=[O:34].[OH:13][C@H:15]1[CH2:16][C:17]2[C:22](=[CH:21][CH:20]=[CH:19][CH:18]=2)[C@@H:14]1[O:1][C:2]1[C:10]2[N:9]=[C:8]([CH3:11])[N:7]([CH3:12])[C:6]=2[CH:5]=[C:4]([C:23]([N:25]([CH3:28])[CH3:26])=[O:34])[CH:3]=1. Given the reactants [OH:1][C:2]1[C:10]2[N:9]=[C:8]([CH3:11])[N:7]([CH3:12])[C:6]=2[CH:5]=[CH:4][CH:3]=1.[O:13]1[C@H:15]2[CH2:16][C:17]3[C:22]([C@@H:14]12)=[CH:21][CH:20]=[CH:19][CH:18]=3.[CH2:23]([N:25]([CH2:28]C)[CH2:26]C)C.O.O.[C:32]([OH:37])(=[O:36])[C:33]([OH:35])=[O:34], predict the reaction product. (8) The product is: [Cl:1][C:2]1[CH:7]=[CH:6][CH:5]=[C:4]([N+:8]([O-:10])=[O:9])[C:3]=1[CH2:11][NH:31][CH2:32][C:33]([O:35][CH2:36][CH3:37])=[O:34]. Given the reactants [Cl:1][C:2]1[CH:7]=[CH:6][CH:5]=[C:4]([N+:8]([O-:10])=[O:9])[C:3]=1[CH3:11].C1C(C(OO)=O)=CC=CC=1.BrN1C(=O)CCC1=O.Cl.[NH2:31][CH2:32][C:33]([O:35][CH2:36][CH3:37])=[O:34].C(=O)([O-])O.[Na+], predict the reaction product. (9) The product is: [CH:1]1([CH2:4][O:5][C:9]2[CH:14]=[C:13]([F:15])[CH:12]=[CH:11][C:10]=2[N+:16]([O-:18])=[O:17])[CH2:3][CH2:2]1. Given the reactants [CH:1]1([CH2:4][OH:5])[CH2:3][CH2:2]1.[H-].[Na+].F[C:9]1[CH:14]=[C:13]([F:15])[CH:12]=[CH:11][C:10]=1[N+:16]([O-:18])=[O:17], predict the reaction product.